From a dataset of Peptide-MHC class II binding affinity with 134,281 pairs from IEDB. Regression. Given a peptide amino acid sequence and an MHC pseudo amino acid sequence, predict their binding affinity value. This is MHC class II binding data. (1) The peptide sequence is MLFRILSLNLIKIK. The MHC is HLA-DQA10501-DQB10201 with pseudo-sequence HLA-DQA10501-DQB10201. The binding affinity (normalized) is 0.457. (2) The peptide sequence is WTGGGSDKALAAATP. The MHC is DRB1_1101 with pseudo-sequence QEFFIASGAAVDAIMESSFDYFDFDRATYHVGFT. The binding affinity (normalized) is 0.107.